From a dataset of Forward reaction prediction with 1.9M reactions from USPTO patents (1976-2016). Predict the product of the given reaction. (1) Given the reactants C([O:4][C@@H:5]1[C@@H:10]([O:11]C(=O)C)[C@H:9]([O:15]C(=O)C)[C@@H:8]([CH2:19][O:20]C(=O)C)[O:7][C@H:6]1[C:24]1[CH:29]=[CH:28][C:27]([Cl:30])=[C:26]([CH2:31][C:32]2[S:33][C:34]([C:37]3[CH:42]=[CH:41]C(C#N)=[CH:39][CH:38]=3)=[CH:35][CH:36]=2)[CH:25]=1)(=O)C.Cl.[OH-].[Na+].[C:48]([OH:51])(=[O:50])[CH3:49], predict the reaction product. The product is: [C@@H:6]1([C:24]2[CH:29]=[CH:28][C:27]([Cl:30])=[C:26]([CH2:31][C:32]3[S:33][C:34]([C:37]4[CH:42]=[CH:41][C:49]([C:48]([OH:51])=[O:50])=[CH:39][CH:38]=4)=[CH:35][CH:36]=3)[CH:25]=2)[O:7][C@H:8]([CH2:19][OH:20])[C@@H:9]([OH:15])[C@H:10]([OH:11])[C@H:5]1[OH:4]. (2) Given the reactants [CH3:1][O:2][CH2:3][CH2:4][O:5][C:6]([N:8]([C:14]1[CH:21]=[CH:20][C:17]([CH:18]=O)=[CH:16][CH:15]=1)[CH2:9][CH2:10][N:11]([CH3:13])[CH3:12])=[O:7].O1CCCC1.Cl.Cl.[CH2:29]([O:31][C:32]1[CH:33]=[C:34]([CH:51]=[CH:52][CH:53]=1)[CH2:35][N:36]1[C:40]2=[N:41][CH:42]=[N:43][C:44]([N:45]3[CH2:50][CH2:49][NH:48][CH2:47][CH2:46]3)=[C:39]2[CH:38]=[N:37]1)[CH3:30].C([BH3-])#N, predict the reaction product. The product is: [CH2:29]([O:31][C:32]1[CH:33]=[C:34]([CH:51]=[CH:52][CH:53]=1)[CH2:35][N:36]1[C:40]2=[N:41][CH:42]=[N:43][C:44]([N:45]3[CH2:46][CH2:47][N:48]([CH2:18][C:17]4[CH:20]=[CH:21][C:14]([N:8]([C:6]([O:5][CH2:4][CH2:3][O:2][CH3:1])=[O:7])[CH2:9][CH2:10][N:11]([CH3:13])[CH3:12])=[CH:15][CH:16]=4)[CH2:49][CH2:50]3)=[C:39]2[CH:38]=[N:37]1)[CH3:30].